From a dataset of Experimentally validated miRNA-target interactions with 360,000+ pairs, plus equal number of negative samples. Binary Classification. Given a miRNA mature sequence and a target amino acid sequence, predict their likelihood of interaction. (1) The miRNA is hsa-miR-1322 with sequence GAUGAUGCUGCUGAUGCUG. The protein sequence of the target gene is MLENYGAVASLAAFPFPKPALISQLERGETPWCSVPRGALDGEAPRGISSGYPFLKPAGISHPEQVEEPLNLKLQGEGPSLICPEGVLKRKKEDFILKEEIIEEAQDLMVLSSGPQWCGSQELWFGKTCEEKSRLGRWPGYLNGGRMESSTNDIIEVIVKDEMISVEESSGNTDVNNLLGIHHKILNEQIFYICEECGKCFDQNEDFDQHQKTHNGEKVYGCKECGKAFSFRSHCIAHQRIHSGVKPYECQECAKAFVWKSNLIRHQRIHTGEKPFECKECGKGFSQNTSLTQHQRIHTG.... Result: 1 (interaction). (2) The miRNA is hsa-miR-5197-3p with sequence AAGAAGAGACUGAGUCAUCGAAU. The protein sequence of the target gene is MAEPGEGLPEEVLALIFRHLSLRDRAAAARVCRAWAAAATCSAVWHDTKISCECELEGMLPPYLSACLDHIHNLRLEFEPSRKPSRRAAIELLMVLAGRAPGLRGLRLECRGEKPLFDAGRDVLEAVHAVCGAASQLRHLDLRRLSFTLDDALVLQAARSCPELHSLFLDNSTLVGSVGPGSVLELLEACPRLRALGLHLASLSHAILEALAAPDRAPFALLALRCACPEDARASPLPNEAWVALRRRHPGLAVELELEPALPAESVTRVLQPAVPVAALRLNLSGDTVGPVRFAAHHYA.... Result: 0 (no interaction). (3) The miRNA is hsa-miR-3663-3p with sequence UGAGCACCACACAGGCCGGGCGC. The protein sequence of the target gene is MAAVLGALGATRRLLAALRGQSLGLAAMSSGTHRLTAEERNQAILDLKAAGWSELSERDAIYKEFSFHNFNQAFGFMSRVALQAEKMNHHPEWFNVYNKVQITLTSHDCGELTKKDVKLAKFIEKAAASV. Result: 1 (interaction). (4) The miRNA is mmu-miR-340-5p with sequence UUAUAAAGCAAUGAGACUGAUU. The protein sequence of the target gene is MERLDKAALNALQPPEFRNENSLAATLKTLLFFTALMITVPIGLYFTTKAYIFEGALGMSNRDSYFYAAIVAVVAVHVVLALFVYVAWNEGSRQWREGKQD. Result: 1 (interaction). (5) The miRNA is hsa-miR-600 with sequence ACUUACAGACAAGAGCCUUGCUC. The protein sequence of the target gene is MGSLQLTLVLFVLLSYVPPVRSGVNMYIKRIYDTCWKLKGICRNTCQKEEIYHIFCGIQSLCCLEKKEMPVLFVK. Result: 0 (no interaction).